Dataset: Full USPTO retrosynthesis dataset with 1.9M reactions from patents (1976-2016). Task: Predict the reactants needed to synthesize the given product. (1) The reactants are: [Al+3].[Cl-].[Cl-].[Cl-].[C:5]([CH2:9][CH2:10][C:11](Cl)=[O:12])([O:7][CH3:8])=[O:6].[NH:14]1[CH:18]=[CH:17][CH:16]=[CH:15]1.O.Cl[CH2:21]Cl. Given the product [CH2:8]([O:7][C:5](=[O:6])[CH2:9][CH2:10][C:11](=[O:12])[C:16]1[CH:17]=[CH:18][NH:14][CH:15]=1)[CH3:21], predict the reactants needed to synthesize it. (2) Given the product [F:8][C:7]1[C:2]([NH:22][C:19]2[S:20][CH:21]=[C:17]([CH3:16])[N:18]=2)=[N:3][CH:4]=[CH:5][C:6]=1[S:9][C:10]1[CH:15]=[CH:14][CH:13]=[CH:12][CH:11]=1, predict the reactants needed to synthesize it. The reactants are: Cl[C:2]1[C:7]([F:8])=[C:6]([S:9][C:10]2[CH:15]=[CH:14][CH:13]=[CH:12][CH:11]=2)[CH:5]=[CH:4][N:3]=1.[CH3:16][C:17]1[N:18]=[C:19]([NH2:22])[S:20][CH:21]=1.P([O-])([O-])([O-])=O.[K+].[K+].[K+].O. (3) Given the product [Cl:18][CH:7]1[CH2:8][CH2:9][CH:4]([CH2:1][CH2:2][CH3:3])[CH2:5][CH2:6]1, predict the reactants needed to synthesize it. The reactants are: [CH2:1]([CH:4]1[CH2:9][CH2:8][CH:7](O)[CH2:6][CH2:5]1)[CH2:2][CH3:3].CN(C=O)C.S(Cl)([Cl:18])=O.O. (4) The reactants are: [Cl:1][C:2]1[CH:3]=[C:4]2[C:8](=[CH:9][CH:10]=1)[NH:7][CH:6]=[C:5]2[CH2:11][CH2:12][NH:13][C:14](=[O:22])[C:15]1[CH:20]=[CH:19][CH:18]=[CH:17][C:16]=1I.[Cl:23][C:24]1[CH:29]=[CH:28][CH:27]=[CH:26][C:25]=1B(O)O.C(=O)([O-])[O-].[Na+].[Na+]. Given the product [Cl:23][C:24]1[CH:29]=[CH:28][CH:27]=[CH:26][C:25]=1[C:16]1[C:15]([C:14]([NH:13][CH2:12][CH2:11][C:5]2[C:4]3[C:8](=[CH:9][CH:10]=[C:2]([Cl:1])[CH:3]=3)[NH:7][CH:6]=2)=[O:22])=[CH:20][CH:19]=[CH:18][CH:17]=1, predict the reactants needed to synthesize it. (5) Given the product [CH:1]([CH:4]1[C:9]2=[CH:10][C:11]3[CH:12]=[CH:13][C:14]([S:17][CH3:18])=[CH:15][C:16]=3[N:8]2[CH2:7][CH2:6][N:5]1[C:20]1[N:25]=[C:24]([C:26]([F:29])([F:28])[F:27])[CH:23]=[CH:22][N:21]=1)([CH3:3])[CH3:2], predict the reactants needed to synthesize it. The reactants are: [CH:1]([CH:4]1[C:9]2=[CH:10][C:11]3[CH:12]=[CH:13][C:14]([S:17][CH3:18])=[CH:15][C:16]=3[N:8]2[CH2:7][CH2:6][NH:5]1)([CH3:3])[CH3:2].Cl[C:20]1[N:25]=[C:24]([C:26]([F:29])([F:28])[F:27])[CH:23]=[CH:22][N:21]=1.CCN(C(C)C)C(C)C. (6) Given the product [CH:11]([N:8]1[C:9]2[CH:10]=[C:2]([C:35]3[CH:36]=[CH:37][CH:38]=[C:33]([CH2:32][N:31]([CH3:48])[CH3:30])[CH:34]=3)[CH:3]=[C:4]([C:16]([NH:18][CH2:19][C:20]3[C:21](=[O:28])[NH:22][C:23]([CH3:27])=[CH:24][C:25]=3[CH3:26])=[O:17])[C:5]=2[C:6]([CH3:15])=[CH:7]1)([CH2:13][CH3:14])[CH3:12], predict the reactants needed to synthesize it. The reactants are: Br[C:2]1[CH:3]=[C:4]([C:16]([NH:18][CH2:19][C:20]2[C:21](=[O:28])[NH:22][C:23]([CH3:27])=[CH:24][C:25]=2[CH3:26])=[O:17])[C:5]2[C:6]([CH3:15])=[CH:7][N:8]([CH:11]([CH2:13][CH3:14])[CH3:12])[C:9]=2[CH:10]=1.Cl.[CH3:30][N:31]([CH3:48])[CH2:32][C:33]1[CH:38]=[CH:37][CH:36]=[C:35](B2OC(C)(C)C(C)(C)O2)[CH:34]=1.P([O-])([O-])([O-])=O.[K+].[K+].[K+].O1CCOCC1. (7) Given the product [Br:23][C:5]1[CH:6]=[CH:7][CH:8]=[C:9]2[C:4]=1[C:3]([C:12]([O:14][CH3:15])=[O:13])=[C:2]([CH3:1])[CH:11]=[CH:10]2, predict the reactants needed to synthesize it. The reactants are: [CH3:1][C:2]1[CH:11]=[CH:10][C:9]2[C:4](=[CH:5][CH:6]=[CH:7][CH:8]=2)[C:3]=1[C:12]([O:14][CH3:15])=[O:13].FC(F)(F)C(O)=O.[Br:23]N1C(C)(C)C(=O)N(Br)C1=O.S(=O)(=O)(O)O.C([O-])(=O)C.[Na+].